From a dataset of Peptide-MHC class I binding affinity with 185,985 pairs from IEDB/IMGT. Regression. Given a peptide amino acid sequence and an MHC pseudo amino acid sequence, predict their binding affinity value. This is MHC class I binding data. (1) The peptide sequence is EIKNRDKIV. The MHC is HLA-A02:03 with pseudo-sequence HLA-A02:03. The binding affinity (normalized) is 0.157. (2) The peptide sequence is YVILTILTI. The MHC is HLA-A24:02 with pseudo-sequence HLA-A24:02. The binding affinity (normalized) is 0.196. (3) The peptide sequence is SGVEAPGGYCL. The MHC is H-2-Db with pseudo-sequence H-2-Db. The binding affinity (normalized) is 0. (4) The peptide sequence is RVLTARKTV. The MHC is HLA-A24:03 with pseudo-sequence HLA-A24:03. The binding affinity (normalized) is 0.0847. (5) The peptide sequence is CTDDNALAY. The MHC is HLA-A30:02 with pseudo-sequence HLA-A30:02. The binding affinity (normalized) is 0.254. (6) The peptide sequence is RSSPPGHYY. The MHC is Mamu-A02 with pseudo-sequence Mamu-A02. The binding affinity (normalized) is 0.970. (7) The peptide sequence is TLIAMDLGEL. The MHC is HLA-A02:03 with pseudo-sequence HLA-A02:03. The binding affinity (normalized) is 0.765.